From a dataset of Ames mutagenicity test results for genotoxicity prediction. Regression/Classification. Given a drug SMILES string, predict its toxicity properties. Task type varies by dataset: regression for continuous values (e.g., LD50, hERG inhibition percentage) or binary classification for toxic/non-toxic outcomes (e.g., AMES mutagenicity, cardiotoxicity, hepatotoxicity). Dataset: ames. (1) The molecule is COC(=O)/C(=C/c1ccco1)[N+](=O)[O-]. The result is 0 (non-mutagenic). (2) The drug is O=[N+]([O-])c1ccc2c(c1)Cc1cc(O)ccc1-2. The result is 1 (mutagenic).